Dataset: Catalyst prediction with 721,799 reactions and 888 catalyst types from USPTO. Task: Predict which catalyst facilitates the given reaction. (1) Reactant: C(OC(C)C)(=O)C.[C:8]([O:12][C:13]([N:15]1[C@H:19]([CH2:20][C:21]2[CH:26]=[CH:25][C:24]([C:27]3[CH:32]=[CH:31][CH:30]=[CH:29][CH:28]=3)=[CH:23][CH:22]=2)[CH2:18][C:17](=[CH2:33])[C:16]1=[O:34])=[O:14])([CH3:11])([CH3:10])[CH3:9].[H][H]. Product: [C:8]([O:12][C:13]([N:15]1[C@H:19]([CH2:20][C:21]2[CH:22]=[CH:23][C:24]([C:27]3[CH:28]=[CH:29][CH:30]=[CH:31][CH:32]=3)=[CH:25][CH:26]=2)[CH2:18][C@@H:17]([CH3:33])[C:16]1=[O:34])=[O:14])([CH3:11])([CH3:9])[CH3:10].[C:8]([O:12][C:13]([N:15]1[C@H:19]([CH2:20][C:21]2[CH:22]=[CH:23][C:24]([C:27]3[CH:28]=[CH:29][CH:30]=[CH:31][CH:32]=3)=[CH:25][CH:26]=2)[CH2:18][C@H:17]([CH3:33])[C:16]1=[O:34])=[O:14])([CH3:11])([CH3:9])[CH3:10]. The catalyst class is: 45. (2) Reactant: [Br:1][C:2]1[CH:9]=[C:8]([C:10]([OH:12])=[O:11])[CH:7]=[CH:6][C:3]=1[CH2:4][NH2:5].C([O-])([O-])=O.[Na+].[Na+].[C:19](ON1C(=O)CCC1=O)([O:21][CH2:22][CH:23]1[C:35]2[C:30](=[CH:31][CH:32]=[CH:33][CH:34]=2)[C:29]2[C:24]1=[CH:25][CH:26]=[CH:27][CH:28]=2)=[O:20]. Product: [C:19]([NH:5][CH2:4][C:3]1[CH:6]=[CH:7][C:8]([C:10]([OH:12])=[O:11])=[CH:9][C:2]=1[Br:1])([O:21][CH2:22][CH:23]1[C:24]2[C:29](=[CH:28][CH:27]=[CH:26][CH:25]=2)[C:30]2[C:35]1=[CH:34][CH:33]=[CH:32][CH:31]=2)=[O:20]. The catalyst class is: 12. (3) The catalyst class is: 121. Reactant: Cl.[NH2:2][C:3]1[N:8]=[C:7]2[N:9]([CH3:21])[N:10]=[C:11]([C:12]3[CH:17]=[C:16]([F:18])[C:15]([OH:19])=[C:14]([Br:20])[CH:13]=3)[C:6]2=[CH:5][N:4]=1.C([O-])([O-])=O.[K+].[K+].Br[CH2:29][CH2:30][OH:31]. Product: [NH2:2][C:3]1[N:8]=[C:7]2[N:9]([CH3:21])[N:10]=[C:11]([C:12]3[CH:17]=[C:16]([F:18])[C:15]([O:19][CH2:29][CH2:30][OH:31])=[C:14]([Br:20])[CH:13]=3)[C:6]2=[CH:5][N:4]=1.